From a dataset of Full USPTO retrosynthesis dataset with 1.9M reactions from patents (1976-2016). Predict the reactants needed to synthesize the given product. The reactants are: [Cl-:1].[Mg+2].[Cl-].[O:4]=[C:5]([CH3:14])[CH2:6][C:7]([O:9][C:10]([CH3:13])([CH3:12])[CH3:11])=[O:8].N1C=CC=CC=1.Cl[C:22]1[CH:30]=[CH:29][CH:28]=[CH:27][C:23]=1[C:24](Cl)=[O:25]. Given the product [Cl:1][C:30]1[CH:22]=[C:23]([CH:27]=[CH:28][CH:29]=1)[C:24]([CH:6]([C:5](=[O:4])[CH3:14])[C:7]([O:9][C:10]([CH3:13])([CH3:12])[CH3:11])=[O:8])=[O:25], predict the reactants needed to synthesize it.